The task is: Predict the reaction yield, written as a fraction of the theoretical maximum amount of product (1.0 means a 100% yield; for example, 0.34 means a 34% yield).. This data is from Reaction yield outcomes from USPTO patents with 853,638 reactions. (1) The yield is 0.200. No catalyst specified. The reactants are [O:1]1CCOC[CH2:2]1.[ClH:7].CO.[CH3:10][C:11]([CH3:15])([CH3:14])[C:12]#[N:13]. The product is [ClH:7].[CH3:10][C:11]([CH3:15])([CH3:14])[C:12](=[NH:13])[O:1][CH3:2]. (2) The reactants are [Br:1][C:2]1[CH:7]=[CH:6][C:5]([N:8]2[CH:12]=[CH:11][C:10]([NH:13][C:14](=[O:24])[CH2:15][C:16]3[CH:21]=[CH:20][C:19]([O:22][CH3:23])=[CH:18][CH:17]=3)=[C:9]2[C:25]([O:27]CC)=O)=[CH:4][CH:3]=1.CC(C)([O-])C.[K+]. The catalyst is CS(C)=O. The product is [Br:1][C:2]1[CH:3]=[CH:4][C:5]([N:8]2[C:9]3[C:25]([OH:27])=[C:15]([C:16]4[CH:21]=[CH:20][C:19]([O:22][CH3:23])=[CH:18][CH:17]=4)[C:14](=[O:24])[NH:13][C:10]=3[CH:11]=[CH:12]2)=[CH:6][CH:7]=1. The yield is 0.0700. (3) The reactants are C(OC([N:8]1[CH2:13][CH2:12][CH:11]([CH:14]2[C:19](=[O:20])[C:18]3[CH:21]=[CH:22][CH:23]=[CH:24][C:17]=3[NH:16][S:15]2(=[O:26])=[O:25])[CH2:10][CH2:9]1)=O)(C)(C)C.O1CCOCC1.[ClH:33]. No catalyst specified. The product is [ClH:33].[O:26]=[S:15]1(=[O:25])[CH:14]([CH:11]2[CH2:10][CH2:9][NH:8][CH2:13][CH2:12]2)[C:19](=[O:20])[C:18]2[CH:21]=[CH:22][CH:23]=[CH:24][C:17]=2[NH:16]1. The yield is 1.00. (4) The catalyst is C(OCC)(=O)C. The reactants are [CH3:1][O:2][C:3]([C:5]1[CH:14]=[CH:13][CH:12]=[C:11]2[C:6]=1[CH:7]=[CH:8][N+:9]([O-])=[CH:10]2)=[O:4].FC(F)(F)C1C=CC=CC=1.[C:26]([NH2:30])([CH3:29])([CH3:28])[CH3:27].C1(C)C=CC(S(OS(C2C=CC(C)=CC=2)(=O)=O)(=O)=O)=CC=1. The yield is 0.640. The product is [C:26]([NH:30][C:10]1[C:11]2[CH:12]=[CH:13][CH:14]=[C:5]([C:3]([O:2][CH3:1])=[O:4])[C:6]=2[CH:7]=[CH:8][N:9]=1)([CH3:29])([CH3:28])[CH3:27]. (5) The yield is 0.900. The reactants are [OH:1][C:2]1[CH:11]=[CH:10][C:5]([C:6]([O:8][CH3:9])=[O:7])=[CH:4][CH:3]=1.C(=O)([O-])[O-].[K+].[K+].F[C:19]1[CH:26]=[CH:25][C:22]([CH:23]=[O:24])=[CH:21][CH:20]=1. The catalyst is CN(C)C=O.O. The product is [CH:23]([C:22]1[CH:25]=[CH:26][C:19]([O:1][C:2]2[CH:3]=[CH:4][C:5]([C:6]([O:8][CH3:9])=[O:7])=[CH:10][CH:11]=2)=[CH:20][CH:21]=1)=[O:24]. (6) The reactants are C[O:2][C:3]([C:5]1[CH:6]=[CH:7][C:8]2[CH:12]=[C:11]([C:13]([O:15][CH2:16][CH3:17])=[O:14])[S:10][C:9]=2[CH:18]=1)=[O:4].[I-].[Li+]. The catalyst is N1C=CC=CC=1. The product is [CH3:17][CH2:16][O:15][C:13]([C:11]1[S:10][C:9]2[CH:18]=[C:5]([C:3]([OH:4])=[O:2])[CH:6]=[CH:7][C:8]=2[CH:12]=1)=[O:14]. The yield is 0.490.